From a dataset of Catalyst prediction with 721,799 reactions and 888 catalyst types from USPTO. Predict which catalyst facilitates the given reaction. (1) The catalyst class is: 25. Product: [ClH:40].[C:1]1([C:34]2[CH:35]=[CH:36][CH:37]=[CH:38][CH:39]=2)[CH:6]=[CH:5][CH:4]=[CH:3][C:2]=1[CH2:7][N:8]1[C:12]([CH3:13])=[CH:11][C:10]([NH:14][C:15]([C:17]2[CH:18]=[C:19]3[C:24](=[CH:25][CH:26]=2)[CH2:23][NH:22][CH2:21][CH2:20]3)=[O:16])=[N:9]1. Reactant: [C:1]1([C:34]2[CH:39]=[CH:38][CH:37]=[CH:36][CH:35]=2)[CH:6]=[CH:5][CH:4]=[CH:3][C:2]=1[CH2:7][N:8]1[C:12]([CH3:13])=[CH:11][C:10]([NH:14][C:15]([C:17]2[CH:18]=[C:19]3[C:24](=[CH:25][CH:26]=2)[CH2:23][N:22](C(OC(C)(C)C)=O)[CH2:21][CH2:20]3)=[O:16])=[N:9]1.[ClH:40]. (2) Reactant: Cl[C:2]1[N:3]=[N:4][C:5]2[CH2:6][O:7][C:8]3[C:13]([C:14]=2[CH:15]=1)=[CH:12][CH:11]=[C:10]([NH:16][C:17](=[O:22])[C:18]([CH3:21])([CH3:20])[CH3:19])[C:9]=3[C:23]([O:25][CH3:26])=[O:24].C([O-])=O.[NH4+]. Product: [CH3:19][C:18]([CH3:21])([CH3:20])[C:17]([NH:16][C:10]1[C:9]([C:23]([O:25][CH3:26])=[O:24])=[C:8]2[C:13]([C:14]3[CH:15]=[CH:2][N:3]=[N:4][C:5]=3[CH2:6][O:7]2)=[CH:12][CH:11]=1)=[O:22]. The catalyst class is: 63.